Dataset: Antibody developability classification from SAbDab with 2,409 antibodies. Task: Regression/Classification. Given an antibody's heavy chain and light chain sequences, predict its developability. TAP uses regression for 5 developability metrics; SAbDab uses binary classification. The antibody is ['QVQLQESGAEVKKPGSSVRVSCKASGGTFDSYSIHWVRQAPGQGLEWMGGIIPAFGTLSSAQDFQARVTISADKSTSTAYMELSGLRSEDTAVYYCARGSFDYYFWSASHPPNDALAIWGQGTLVTVSS', 'QSVVTQPPSVSAAPGQKVTISCSGSNSDIGNNYVSWYQQLPGTAPKLLIYDNNKRPSGIPDRFSGSKSGTSATLAITGLQAGDEADYYCGTWLYDRAVGLFGGGTKVTVL']. Result: 0 (not developable).